Predict which catalyst facilitates the given reaction. From a dataset of Catalyst prediction with 721,799 reactions and 888 catalyst types from USPTO. (1) Reactant: [C:1]([N:8]1CCC(N)CC1)([O:3][C:4]([CH3:7])([CH3:6])[CH3:5])=[O:2].[CH3:15][S:16](Cl)(=[O:18])=[O:17].[N:20]1[CH:25]=[CH:24][CH:23]=[CH:22][CH:21]=1. Product: [C:4]([O:3][C:1](=[O:2])[NH:8][CH:23]1[CH2:24][CH2:25][N:20]([S:16]([CH3:15])(=[O:18])=[O:17])[CH2:21][CH2:22]1)([CH3:7])([CH3:6])[CH3:5]. The catalyst class is: 6. (2) Reactant: CON(C)[C:4]([C:6]1[CH:11]=[CH:10][C:9]([C:12]2[CH:13]=[CH:14][C:15]3[N:16]([C:18]([C:39]4[CH:44]=[CH:43][CH:42]=[CH:41][CH:40]=4)=[C:19]([C:21]4[CH:26]=[CH:25][C:24]([C:27]5([NH:31][C:32](=[O:38])[O:33][C:34]([CH3:37])([CH3:36])[CH3:35])[CH2:30][CH2:29][CH2:28]5)=[CH:23][CH:22]=4)[N:20]=3)[N:17]=2)=[CH:8][CH:7]=1)=[O:5].[CH3:46][Mg]Cl.[Cl-].[NH4+]. Product: [C:4]([C:6]1[CH:11]=[CH:10][C:9]([C:12]2[CH:13]=[CH:14][C:15]3[N:16]([C:18]([C:39]4[CH:40]=[CH:41][CH:42]=[CH:43][CH:44]=4)=[C:19]([C:21]4[CH:22]=[CH:23][C:24]([C:27]5([NH:31][C:32](=[O:38])[O:33][C:34]([CH3:35])([CH3:36])[CH3:37])[CH2:28][CH2:29][CH2:30]5)=[CH:25][CH:26]=4)[N:20]=3)[N:17]=2)=[CH:8][CH:7]=1)(=[O:5])[CH3:46]. The catalyst class is: 1. (3) Reactant: [CH2:1]([C:5]1[CH:10]=[CH:9][C:8]([C:11]#[C:12][C:13]2[CH:44]=[CH:43][C:16]([CH2:17][N:18]([CH2:32][C:33]3[C:42]4[C:37](=[CH:38][CH:39]=[CH:40][CH:41]=4)[CH:36]=[CH:35][CH:34]=3)[C:19]3[CH:31]=[CH:30][C:22]4[O:23]C(C)(C)[O:25][C:26](=[O:27])[C:21]=4[CH:20]=3)=[CH:15][CH:14]=2)=[CH:7][CH:6]=1)[CH2:2][CH2:3][CH3:4].O[Li].O.[ClH:48].[Na+].[Cl-]. Product: [ClH:48].[CH2:1]([C:5]1[CH:10]=[CH:9][C:8]([C:11]#[C:12][C:13]2[CH:44]=[CH:43][C:16]([CH2:17][N:18]([CH2:32][C:33]3[C:42]4[C:37](=[CH:38][CH:39]=[CH:40][CH:41]=4)[CH:36]=[CH:35][CH:34]=3)[C:19]3[CH:31]=[CH:30][C:22]([OH:23])=[C:21]([CH:20]=3)[C:26]([OH:27])=[O:25])=[CH:15][CH:14]=2)=[CH:7][CH:6]=1)[CH2:2][CH2:3][CH3:4]. The catalyst class is: 38.